Dataset: Reaction yield outcomes from USPTO patents with 853,638 reactions. Task: Predict the reaction yield, written as a fraction of the theoretical maximum amount of product (1.0 means a 100% yield; for example, 0.34 means a 34% yield). (1) The reactants are [F:1][CH:2]([F:18])[CH:3]1[C:12]2[C:7](=[CH:8][CH:9]=[CH:10][CH:11]=2)[N:6]([CH:13]([CH3:17])[C:14]([NH2:16])=O)[CH2:5][CH2:4]1.CSC.B. No catalyst specified. The product is [F:18][CH:2]([F:1])[CH:3]1[C:12]2[C:7](=[CH:8][CH:9]=[CH:10][CH:11]=2)[N:6]([CH:13]([CH3:17])[CH2:14][NH2:16])[CH2:5][CH2:4]1. The yield is 0.550. (2) The reactants are [CH2:1]([O:8][C:9](=[O:19])[NH:10][O:11][CH2:12][C:13]1[CH:18]=[CH:17][CH:16]=[CH:15][CH:14]=1)[C:2]1[CH:7]=[CH:6][CH:5]=[CH:4][CH:3]=1.[Br:20][CH2:21][CH2:22][CH2:23][C:24](O)=[O:25].C(Cl)Cl.C(Cl)CCl. The yield is 0.340. The catalyst is CN(C)C1C=CN=CC=1.O. The product is [CH2:1]([O:8][C:9](=[O:19])[N:10]([C:24](=[O:25])[CH2:23][CH2:22][CH2:21][Br:20])[O:11][CH2:12][C:13]1[CH:14]=[CH:15][CH:16]=[CH:17][CH:18]=1)[C:2]1[CH:3]=[CH:4][CH:5]=[CH:6][CH:7]=1. (3) The reactants are C(=O)([O-])[O-].[Cs+].[Cs+].[NH2:7][C@H:8]1[CH2:13][CH2:12][C@H:11]([C:14]([O:16][CH2:17][CH3:18])=[O:15])[CH2:10][CH2:9]1.Cl[C:20]1[N:25]=[C:24]([C:26]2[CH:31]=[CH:30][CH:29]=[CH:28][CH:27]=2)[C:23]([C:32]2[CH:37]=[CH:36][CH:35]=[CH:34][CH:33]=2)=[CH:22][N:21]=1. The catalyst is C1(C)C=CC=CC=1. The product is [C:26]1([C:24]2[C:23]([C:32]3[CH:33]=[CH:34][CH:35]=[CH:36][CH:37]=3)=[CH:22][N:21]=[C:20]([NH:7][C@H:8]3[CH2:9][CH2:10][C@H:11]([C:14]([O:16][CH2:17][CH3:18])=[O:15])[CH2:12][CH2:13]3)[N:25]=2)[CH:31]=[CH:30][CH:29]=[CH:28][CH:27]=1. The yield is 0.340. (4) The yield is 0.640. The catalyst is CN(C=O)C.C(OCC)(=O)C. The product is [C:29]([C:33]1[CH:38]=[C:37]([CH2:39][N:40]2[CH2:45][CH2:44][O:43][CH2:42][CH2:41]2)[N:36]=[C:35]([NH:46][C:26](=[O:27])[CH2:25][C:5]2[CH:6]=[CH:7][C:8]([C:10]3[N:14]4[CH:15]=[CH:16][C:17]([C:19]5[CH:24]=[CH:23][N:22]=[CH:21][CH:20]=5)=[CH:18][C:13]4=[N:12][CH:11]=3)=[CH:9][C:4]=2[F:3])[CH:34]=1)([CH3:32])([CH3:30])[CH3:31]. The reactants are Cl.Cl.[F:3][C:4]1[CH:9]=[C:8]([C:10]2[N:14]3[CH:15]=[CH:16][C:17]([C:19]4[CH:24]=[CH:23][N:22]=[CH:21][CH:20]=4)=[CH:18][C:13]3=[N:12][CH:11]=2)[CH:7]=[CH:6][C:5]=1[CH2:25][C:26](O)=[O:27].[C:29]([C:33]1[CH:38]=[C:37]([CH2:39][N:40]2[CH2:45][CH2:44][O:43][CH2:42][CH2:41]2)[N:36]=[C:35]([NH2:46])[CH:34]=1)([CH3:32])([CH3:31])[CH3:30].C(N(C(C)C)CC)(C)C.CN(C(ON1N=NC2C=CC=NC1=2)=[N+](C)C)C.F[P-](F)(F)(F)(F)F. (5) The reactants are C[O:2][C:3](=O)[C:4]1[CH:9]=[C:8]([I:10])[CH:7]=[C:6]([CH3:11])[C:5]=1[OH:12].Cl.[NH2:15][OH:16].[OH-].[K+].C(O)(=O)C. The catalyst is CO. The product is [OH:12][C:5]1[C:6]([CH3:11])=[CH:7][C:8]([I:10])=[CH:9][C:4]=1[C:3]([NH:15][OH:16])=[O:2]. The yield is 0.840.